Dataset: Reaction yield outcomes from USPTO patents with 853,638 reactions. Task: Predict the reaction yield, written as a fraction of the theoretical maximum amount of product (1.0 means a 100% yield; for example, 0.34 means a 34% yield). (1) The reactants are [F:1][C:2]1[CH:7]=[C:6]([O:8][C:9]2[CH:14]=[CH:13][N:12]=[C:11]([NH:15][C:16](=[O:20])[CH2:17]OC)[CH:10]=2)[C:5]([F:21])=[CH:4][C:3]=1[NH:22][C:23]([C:25]1([C:28]([NH:30][C:31]2[CH:36]=[CH:35][C:34]([F:37])=[CH:33][CH:32]=2)=[O:29])[CH2:27][CH2:26]1)=[O:24].[CH:38]1(C(O)=O)[CH2:41]C[CH2:39]1.CN(C(ON1N=NC2C=CC=NC1=2)=[N+](C)C)C.F[P-](F)(F)(F)(F)F.CCN(C(C)C)C(C)C. The catalyst is CN(C=O)C. The product is [CH:17]1([C:16]([NH:15][C:11]2[CH:10]=[C:9]([O:8][C:6]3[C:5]([F:21])=[CH:4][C:3]([NH:22][C:23]([C:25]4([C:28]([NH:30][C:31]5[CH:36]=[CH:35][C:34]([F:37])=[CH:33][CH:32]=5)=[O:29])[CH2:26][CH2:27]4)=[O:24])=[C:2]([F:1])[CH:7]=3)[CH:14]=[CH:13][N:12]=2)=[O:20])[CH2:41][CH2:38][CH2:39]1. The yield is 0.411. (2) The reactants are [OH-:1].[Na+].BrBr.[CH:5]1[C:16]2=[C:17]3[CH:12]([CH2:13][CH2:14][CH2:15]2)[CH2:11][CH2:10][CH2:9][C:8]3=[CH:7][C:6]=1[C:18](=[O:20])C.S([O-])([O-])=O.[Na+].[Na+].Cl. The catalyst is O1CCOCC1.O. The product is [CH:5]1[C:16]2=[C:17]3[CH:12]([CH2:13][CH2:14][CH2:15]2)[CH2:11][CH2:10][CH2:9][C:8]3=[CH:7][C:6]=1[C:18]([OH:20])=[O:1]. The yield is 0.880. (3) The product is [C:11]([C:10]1[NH:28][N:27]=[N:26][C:13]=1[C:15]1[CH:25]=[CH:24][C:18]([O:19][CH2:20][C:21]([OH:23])=[O:22])=[CH:17][CH:16]=1)#[N:12]. The reactants are C1(S([CH2:10][C:11]#[N:12])(=O)=O)C=CC=CC=1.[CH:13]([C:15]1[CH:25]=[CH:24][C:18]([O:19][CH2:20][C:21]([OH:23])=[O:22])=[CH:17][CH:16]=1)=O.[N-:26]=[N+:27]=[N-:28].[Na+].O. The catalyst is CN(C=O)C.C(O)C. The yield is 0.370.